Dataset: Forward reaction prediction with 1.9M reactions from USPTO patents (1976-2016). Task: Predict the product of the given reaction. (1) Given the reactants [N:1]([CH2:4][C:5]1[CH:6]=[CH:7][CH:8]=[C:9]2[C:14]=1[N:13]=[CH:12][CH:11]=[CH:10]2)=[N+]=[N-], predict the reaction product. The product is: [NH2:1][CH2:4][C:5]1[CH:6]=[CH:7][CH:8]=[C:9]2[C:14]=1[N:13]=[CH:12][CH:11]=[CH:10]2. (2) Given the reactants [N:1]1([CH2:6][C:7]2[CH:8]=[C:9]([CH:38]=[C:39](Cl)[CH:40]=2)/[CH:10]=[CH:11]/[C:12]2[CH:17]=[CH:16][C:15]([N:18]3[CH2:23][CH2:22][N:21]([S:24]([C:27]4[CH:32]=CC=C(OC(F)(F)F)[CH:28]=4)(=[O:26])=[O:25])[CH2:20][CH2:19]3)=[CH:14][CH:13]=2)[CH:5]=[CH:4][N:3]=[CH:2]1.C(S(Cl)(=O)=O)(C)C.[F:49]C(F)(F)OC1C=C(S(Cl)(=O)=O)C=CC=1.N1(CC2C=C(C=C(F)C=2)/C=C/C2C=CC(N3CCNCC3)=CC=2)C=CN=C1.Cl.N1(CC2C=C(C=C(Cl)C=2)/C=C/C2C=CC(N3CCNCC3)=CC=2)C=CN=C1, predict the reaction product. The product is: [N:1]1([CH2:6][C:7]2[CH:8]=[C:9]([CH:38]=[C:39]([F:49])[CH:40]=2)/[CH:10]=[CH:11]/[C:12]2[CH:13]=[CH:14][C:15]([N:18]3[CH2:23][CH2:22][N:21]([S:24]([CH:27]([CH3:32])[CH3:28])(=[O:26])=[O:25])[CH2:20][CH2:19]3)=[CH:16][CH:17]=2)[CH:5]=[CH:4][N:3]=[CH:2]1. (3) Given the reactants COC1C=CC(C[S:8][C@H:9]2[CH2:13][N:12]([S:14]([C:17]3[CH:26]=[CH:25][C:24]4[C:19](=[CH:20][CH:21]=[CH:22][CH:23]=4)[CH:18]=3)(=[O:16])=[O:15])[C@H:11]([C:27]([NH:29][NH2:30])=[O:28])[CH2:10]2)=CC=1, predict the reaction product. The product is: [SH:8][C@H:9]1[CH2:13][N:12]([S:14]([C:17]2[CH:26]=[CH:25][C:24]3[C:19](=[CH:20][CH:21]=[CH:22][CH:23]=3)[CH:18]=2)(=[O:15])=[O:16])[C@H:11]([C:27]([NH:29][NH2:30])=[O:28])[CH2:10]1. (4) The product is: [CH:1]1([C:9](=[O:11])[CH2:19][OH:18])[C:4]2[CH:5]=[CH:6][CH:7]=[CH:8][C:3]=2[CH2:2]1. Given the reactants [C:1]1([C:9]([OH:11])=O)[C:4]2[CH:5]=[CH:6][CH:7]=[CH:8][C:3]=2[CH:2]=1.S(Cl)(Cl)=O.C[Si](C)(C)[O:18][CH:19](O[Si](C)(C)C)CO[Si](C)(C)C.Cl, predict the reaction product. (5) Given the reactants Br[CH:2]([C:5]([C:7]1[CH:8]=[N:9][N:10]([CH2:12][C:13]2[CH:18]=[CH:17][C:16]([O:19][CH3:20])=[CH:15][CH:14]=2)[CH:11]=1)=O)[C:3]#[N:4].[NH2:21][C:22]([NH2:24])=[S:23], predict the reaction product. The product is: [NH2:24][C:22]1[S:23][C:2]([C:3]#[N:4])=[C:5]([C:7]2[CH:8]=[N:9][N:10]([CH2:12][C:13]3[CH:18]=[CH:17][C:16]([O:19][CH3:20])=[CH:15][CH:14]=3)[CH:11]=2)[N:21]=1. (6) Given the reactants [C:1]([O:5][C:6]([C:8]1[CH:13]=[CH:12][C:11]([N:14]([CH2:26][C:27]2[S:31][CH:30]=[N:29][CH:28]=2)[C:15]2[CH:23]=[CH:22][C:18]([C:19]([OH:21])=O)=[C:17]([O:24][CH3:25])[CH:16]=2)=[CH:10][CH:9]=1)=[O:7])([CH3:4])([CH3:3])[CH3:2].C(Cl)(=O)C(Cl)=O.[NH4+:38].[OH-], predict the reaction product. The product is: [C:1]([O:5][C:6](=[O:7])[C:8]1[CH:9]=[CH:10][C:11]([N:14]([C:15]2[CH:23]=[CH:22][C:18]([C:19](=[O:21])[NH2:38])=[C:17]([O:24][CH3:25])[CH:16]=2)[CH2:26][C:27]2[S:31][CH:30]=[N:29][CH:28]=2)=[CH:12][CH:13]=1)([CH3:4])([CH3:3])[CH3:2]. (7) Given the reactants [Cl:1][C:2]1[CH:11]=[CH:10][C:9]2[N:8]=[CH:7][C:6]3[C:12](=[O:36])[N:13](CC4C=CC(OC)=CC=4)[C:14](=[O:26])[N:15]([C:16]4[CH:21]=[CH:20][CH:19]=[C:18]([C:22]([F:25])([F:24])[F:23])[CH:17]=4)[C:5]=3[C:4]=2[N:3]=1.[N+]([O-])(O)=O.[N+]([O-])(O)=O.[N+]([O-])(O)=O.[N+]([O-])(O)=O.[N+]([O-])(O)=O.[N+]([O-])(O)=O.[Ce], predict the reaction product. The product is: [Cl:1][C:2]1[CH:11]=[CH:10][C:9]2[N:8]=[CH:7][C:6]3[C:12](=[O:36])[NH:13][C:14](=[O:26])[N:15]([C:16]4[CH:21]=[CH:20][CH:19]=[C:18]([C:22]([F:24])([F:25])[F:23])[CH:17]=4)[C:5]=3[C:4]=2[N:3]=1.